Dataset: Forward reaction prediction with 1.9M reactions from USPTO patents (1976-2016). Task: Predict the product of the given reaction. (1) Given the reactants [Cl:1][C:2]1[CH:3]=[C:4]([CH:7]=[C:8]([O:10][C:11]2[C:16](=[O:17])[N:15]([CH2:18][C:19]3[CH:24]=[C:23]([C:25]([O:27]CC)=[CH2:26])[C:22](=[O:30])[N:21]([CH2:31][C:32]4[CH:37]=[CH:36][C:35]([O:38][CH3:39])=[CH:34][CH:33]=4)[N:20]=3)[CH:14]=[N:13][C:12]=2[C:40]([F:43])([F:42])[F:41])[CH:9]=1)[C:5]#[N:6].Cl.O1CCOCC1, predict the reaction product. The product is: [C:25]([C:23]1[C:22](=[O:30])[N:21]([CH2:31][C:32]2[CH:37]=[CH:36][C:35]([O:38][CH3:39])=[CH:34][CH:33]=2)[N:20]=[C:19]([CH2:18][N:15]2[C:16](=[O:17])[C:11]([O:10][C:8]3[CH:7]=[C:4]([CH:3]=[C:2]([Cl:1])[CH:9]=3)[C:5]#[N:6])=[C:12]([C:40]([F:41])([F:43])[F:42])[N:13]=[CH:14]2)[CH:24]=1)(=[O:27])[CH3:26]. (2) Given the reactants [Cl:1][C:2]1[CH:7]=[C:6]([CH3:8])[N:5]=[C:4]([CH3:9])[C:3]=1[C:10]([OH:12])=O.C(Cl)(=O)C(Cl)=O.[CH3:19][NH2:20].C1COCC1, predict the reaction product. The product is: [Cl:1][C:2]1[CH:7]=[C:6]([CH3:8])[N:5]=[C:4]([CH3:9])[C:3]=1[C:10]([NH:20][CH3:19])=[O:12]. (3) Given the reactants [C:1]([O:5][C:6]([N:8]1[CH2:13][CH2:12][C@@H:11]([C:14]2[CH:19]=[CH:18][C:17]([F:20])=[CH:16][CH:15]=2)[C@H:10]([OH:21])[CH2:9]1)=[O:7])([CH3:4])([CH3:3])[CH3:2].FS([C:26]([F:31])([F:30])C(O)=O)(=O)=O, predict the reaction product. The product is: [F:30][CH:26]([F:31])[O:21][C@H:10]1[C@H:11]([C:14]2[CH:15]=[CH:16][C:17]([F:20])=[CH:18][CH:19]=2)[CH2:12][CH2:13][N:8]([C:6]([O:5][C:1]([CH3:4])([CH3:2])[CH3:3])=[O:7])[CH2:9]1. (4) Given the reactants [Br:1][C:2]1[CH:9]=[CH:8][CH:7]=[C:6]([F:10])[C:3]=1[CH:4]=[O:5].[CH3:11][Si:12]([C:15]#[CH:16])([CH3:14])[CH3:13].C(N(CC)CC)C.O, predict the reaction product. The product is: [Br:1][C:2]1[CH:9]=[CH:8][CH:7]=[C:6]([F:10])[C:3]=1[CH:4]=[O:5].[F:10][C:6]1[CH:7]=[CH:8][CH:9]=[C:2]([C:16]#[C:15][Si:12]([CH3:14])([CH3:13])[CH3:11])[C:3]=1[CH:4]=[O:5].